The task is: Predict the product of the given reaction.. This data is from Forward reaction prediction with 1.9M reactions from USPTO patents (1976-2016). (1) Given the reactants F[P-](F)(F)(F)(F)F.N1(OC(N(C)C)=[N+](C)C)C2N=CC=CC=2N=N1.[F:25][C:26]1[CH:31]=[C:30]([CH2:32][S:33][C:34]2[C:39]([C:40]([OH:42])=O)=[CH:38][CH:37]=[CH:36][N:35]=2)[CH:29]=[CH:28][N:27]=1.[NH2:43][C:44]1[CH:49]=[C:48]([CH3:50])[CH:47]=[C:46]([CH3:51])[CH:45]=1.C(N(CC)C(C)C)(C)C, predict the reaction product. The product is: [CH3:51][C:46]1[CH:45]=[C:44]([NH:43][C:40]([C:39]2[C:34]([S:33][CH2:32][C:30]3[CH:29]=[CH:28][N:27]=[C:26]([F:25])[CH:31]=3)=[N:35][CH:36]=[CH:37][CH:38]=2)=[O:42])[CH:49]=[C:48]([CH3:50])[CH:47]=1. (2) Given the reactants [OH:1][C@@H:2]1[CH2:6][C@@H:5]([CH2:7][OH:8])[N:4]([C:9]([O:11][CH2:12][CH2:13][NH:14][CH2:15][CH2:16][C:17]2[CH:22]=[CH:21][C:20]([N:23]=[N:24][C:25]3[CH:30]=[CH:29][C:28]([N+:31]([O-:33])=[O:32])=[CH:27][C:26]=3[Cl:34])=[CH:19][CH:18]=2)=[O:10])[CH2:3]1.CO[C:37]1[C:38](OC)=[C:39]([CH:54]=[CH:55][CH:56]=1)[C:40](Cl)([C:47]1[CH:52]=[CH:51][CH:50]=[CH:49][CH:48]=1)[C:41]1[CH:46]=[CH:45][CH:44]=[CH:43][CH:42]=1.[C:59](=[O:62])(O)[O-].[Na+].[C:64](OCC)(=[O:66])C, predict the reaction product. The product is: [CH3:64][O:66][C:56]1[CH:55]=[CH:54][C:39]([C:40]([C:41]2[CH:46]=[CH:45][C:44]([O:62][CH3:59])=[CH:43][CH:42]=2)([C:47]2[CH:52]=[CH:51][CH:50]=[CH:49][CH:48]=2)[O:8][CH2:7][C@H:5]2[N:4]([C:9]([O:11][CH2:12][CH2:13][NH:14][CH2:15][CH2:16][C:17]3[CH:18]=[CH:19][C:20]([N:23]=[N:24][C:25]4[CH:30]=[CH:29][C:28]([N+:31]([O-:33])=[O:32])=[CH:27][C:26]=4[Cl:34])=[CH:21][CH:22]=3)=[O:10])[CH2:3][C@H:2]([OH:1])[CH2:6]2)=[CH:38][CH:37]=1. (3) Given the reactants I([O-])(=O)(=O)=O.[Na+].O.[F:8][C:9]1[CH:14]=[C:13]([F:15])[CH:12]=[C:11]([F:16])[C:10]=1[C:17]1[C:26]2[C:21](=[CH:22][CH:23]=[C:24]([C:27]([O:29][CH3:30])=[O:28])[CH:25]=2)[C:20]([CH:31]=C)=[CH:19][N:18]=1.C1C[O:36]CC1, predict the reaction product. The product is: [CH:31]([C:20]1[C:21]2[C:26](=[CH:25][C:24]([C:27]([O:29][CH3:30])=[O:28])=[CH:23][CH:22]=2)[C:17]([C:10]2[C:9]([F:8])=[CH:14][C:13]([F:15])=[CH:12][C:11]=2[F:16])=[N:18][CH:19]=1)=[O:36]. (4) Given the reactants [N:1]1[C:6]2[CH2:7][NH:8][CH2:9][C:5]=2[C:4]([NH:10][C:11]2[CH:12]=[N:13][C:14]3[C:19]([CH:20]=2)=[CH:18][CH:17]=[CH:16][CH:15]=3)=[N:3][CH:2]=1.[O:21]1[CH2:26][CH2:25][CH:24]([CH:27]=O)[CH2:23][CH2:22]1.C(O)(=O)C.CS(C)=O.C(O[BH-](OC(=O)C)OC(=O)C)(=O)C.[Na+], predict the reaction product. The product is: [N:13]1[C:14]2[C:19](=[CH:18][CH:17]=[CH:16][CH:15]=2)[CH:20]=[C:11]([NH:10][C:4]2[C:5]3[CH2:9][N:8]([CH2:27][CH:24]4[CH2:25][CH2:26][O:21][CH2:22][CH2:23]4)[CH2:7][C:6]=3[N:1]=[CH:2][N:3]=2)[CH:12]=1. (5) Given the reactants [CH3:1][O:2][CH2:3][CH2:4][CH2:5][CH2:6][C:7](=O)[CH2:8][C:9]([O:11]C)=[O:10].[N:14]([C:17]1[CH:22]=[CH:21][CH:20]=[CH:19][C:18]=1[F:23])=[N+:15]=[N-:16].CO.C[O-].[Na+].[OH-].[Na+], predict the reaction product. The product is: [F:23][C:18]1[CH:19]=[CH:20][CH:21]=[CH:22][C:17]=1[N:14]1[C:7]([CH2:6][CH2:5][CH2:4][CH2:3][O:2][CH3:1])=[C:8]([C:9]([OH:11])=[O:10])[N:16]=[N:15]1. (6) Given the reactants Br[CH2:2][C:3]1[C:4](=[O:24])[O:5][C:6]2[C:11]([C:12]=1[CH2:13][CH2:14][OH:15])=[CH:10][CH:9]=[C:8]([O:16][Si:17]([C:20]([CH3:23])([CH3:22])[CH3:21])([CH3:19])[CH3:18])[CH:7]=2.[Li+].C[Si]([N-][Si](C)(C)C)(C)C, predict the reaction product. The product is: [C:20]([Si:17]([CH3:19])([CH3:18])[O:16][C:8]1[CH:9]=[CH:10][C:11]2[C:12]3[CH2:13][CH2:14][O:15][CH2:2][C:3]=3[C:4](=[O:24])[O:5][C:6]=2[CH:7]=1)([CH3:22])([CH3:21])[CH3:23].